This data is from Catalyst prediction with 721,799 reactions and 888 catalyst types from USPTO. The task is: Predict which catalyst facilitates the given reaction. (1) Product: [F:19][C:8]1[C:7]([OH:6])=[CH:15][CH:14]=[C:13]2[C:9]=1[CH:10]=[N:11][NH:12]2. The catalyst class is: 5. Reactant: [OH-].[Na+].C([O:6][C:7]1[C:8]([F:19])=[C:9]2[C:13](=[CH:14][CH:15]=1)[N:12](C(=O)C)[N:11]=[CH:10]2)(=O)C.O1CCCC1.Cl. (2) The catalyst class is: 4. Reactant: [NH2:1][CH2:2][CH:3]([NH:14][C:15](=[O:21])[O:16][C:17]([CH3:20])([CH3:19])[CH3:18])[C:4]1[CH:9]=[CH:8][CH:7]=[C:6]([C:10]([F:13])([F:12])[F:11])[CH:5]=1.Br[CH2:23][CH2:24][N:25]=[C:26]=[O:27].[H-].[Na+].Cl. Product: [O:27]=[C:26]1[NH:25][CH2:24][CH2:23][N:1]1[CH2:2][CH:3]([NH:14][C:15](=[O:21])[O:16][C:17]([CH3:18])([CH3:20])[CH3:19])[C:4]1[CH:9]=[CH:8][CH:7]=[C:6]([C:10]([F:13])([F:12])[F:11])[CH:5]=1. (3) Reactant: C(O[C:4]([CH:6]1[C:14](=[O:15])[C:13]2[N:12]=[CH:11][CH:10]=[CH:9][C:8]=2[C:7]1=[O:16])=[O:5])C.[CH3:17][O:18][C:19]1[CH:24]=[CH:23][CH:22]=[C:21]([NH2:25])[CH:20]=1.C(O)(=O)C. Product: [CH3:17][O:18][C:19]1[CH:20]=[C:21]([NH:25][C:4]([CH:6]2[C:14](=[O:15])[C:13]3[N:12]=[CH:11][CH:10]=[CH:9][C:8]=3[C:7]2=[O:16])=[O:5])[CH:22]=[CH:23][CH:24]=1. The catalyst class is: 11.